This data is from NCI-60 drug combinations with 297,098 pairs across 59 cell lines. The task is: Regression. Given two drug SMILES strings and cell line genomic features, predict the synergy score measuring deviation from expected non-interaction effect. Drug 1: CC1=C(C(CCC1)(C)C)C=CC(=CC=CC(=CC(=O)O)C)C. Drug 2: CCC1(CC2CC(C3=C(CCN(C2)C1)C4=CC=CC=C4N3)(C5=C(C=C6C(=C5)C78CCN9C7C(C=CC9)(C(C(C8N6C)(C(=O)OC)O)OC(=O)C)CC)OC)C(=O)OC)O.OS(=O)(=O)O. Cell line: HCC-2998. Synergy scores: CSS=6.25, Synergy_ZIP=10.4, Synergy_Bliss=6.43, Synergy_Loewe=0.271, Synergy_HSA=-0.534.